Task: Predict the product of the given reaction.. Dataset: Forward reaction prediction with 1.9M reactions from USPTO patents (1976-2016) Given the reactants S(OS(C(F)(F)F)(=O)=O)(C(F)(F)F)(=O)=O.[CH3:16][O:17][C:18]1[CH:19]=[C:20]([CH:25]=[CH:26][C:27]=1[N+:28]([O-:30])=[O:29])[C:21]([NH:23][CH3:24])=O.[N-:31]=[N+:32]=[N-:33].[Na+].C([O-])(O)=O.[Na+], predict the reaction product. The product is: [CH3:16][O:17][C:18]1[CH:19]=[C:20]([C:21]2[N:23]([CH3:24])[N:33]=[N:32][N:31]=2)[CH:25]=[CH:26][C:27]=1[N+:28]([O-:30])=[O:29].